This data is from Reaction yield outcomes from USPTO patents with 853,638 reactions. The task is: Predict the reaction yield, written as a fraction of the theoretical maximum amount of product (1.0 means a 100% yield; for example, 0.34 means a 34% yield). (1) The reactants are [Cl:1][C:2]([Cl:11])([Cl:10])[C:3]([C:5]1[NH:6][CH:7]=[CH:8][CH:9]=1)=[O:4].ClS([N:16]=[C:17]=O)(=O)=O.CN(C=O)C.O. The catalyst is CC#N. The product is [Cl:11][C:2]([Cl:1])([Cl:10])[C:3]([C:5]1[NH:6][CH:7]=[C:8]([C:17]#[N:16])[CH:9]=1)=[O:4]. The yield is 0.850. (2) The reactants are [CH3:1][O:2][C:3](=[O:33])[CH:4]([NH:25][C:26]([O:28][C:29]([CH3:32])([CH3:31])[CH3:30])=[O:27])[CH2:5][C:6]1[CH:11]=[CH:10][C:9]([O:12][CH2:13][C:14]2[CH:19]=[CH:18][CH:17]=[CH:16][CH:15]=2)=[CH:8][C:7]=1[CH2:20][O:21]C(=O)C.C(=O)([O-])[O-].[K+].[K+]. The catalyst is CO.ClCCl. The product is [CH3:1][O:2][C:3](=[O:33])[CH:4]([NH:25][C:26]([O:28][C:29]([CH3:31])([CH3:30])[CH3:32])=[O:27])[CH2:5][C:6]1[CH:11]=[CH:10][C:9]([O:12][CH2:13][C:14]2[CH:19]=[CH:18][CH:17]=[CH:16][CH:15]=2)=[CH:8][C:7]=1[CH2:20][OH:21]. The yield is 1.00. (3) The reactants are O=[C:2]1[CH2:7][CH2:6][CH:5]([C@H:8]([NH:10][C:11]2[N:16]=[C:15]([C:17]3[C:25]4[C:20](=[N:21][CH:22]=[C:23]([C:26]([F:29])([F:28])[F:27])[CH:24]=4)[N:19]([S:30]([C:33]4[CH:39]=[CH:38][C:36]([CH3:37])=[CH:35][CH:34]=4)(=[O:32])=[O:31])[CH:18]=3)[C:14]([C:40]#[N:41])=[CH:13][N:12]=2)[CH3:9])[CH2:4][CH2:3]1.C([O-])(=O)C.[NH4+:46].C(O[BH-](OC(=O)C)OC(=O)C)(=O)C.[Na+]. The catalyst is CO.ClCCl. The product is [NH2:46][CH:2]1[CH2:7][CH2:6][CH:5]([C@H:8]([NH:10][C:11]2[N:16]=[C:15]([C:17]3[C:25]4[C:20](=[N:21][CH:22]=[C:23]([C:26]([F:29])([F:28])[F:27])[CH:24]=4)[N:19]([S:30]([C:33]4[CH:39]=[CH:38][C:36]([CH3:37])=[CH:35][CH:34]=4)(=[O:32])=[O:31])[CH:18]=3)[C:14]([C:40]#[N:41])=[CH:13][N:12]=2)[CH3:9])[CH2:4][CH2:3]1. The yield is 0.900. (4) The reactants are C(O[C:4]([C:6]1[N:7]([CH2:17][CH3:18])[N:8]=[C:9]([C:11]2[CH:16]=[CH:15][CH:14]=[CH:13][CH:12]=2)[CH:10]=1)=[O:5])C.[OH-].[Na+].Cl.[CH3:22][O:23][NH:24][CH3:25].Cl.C(NCC)(C)C. The catalyst is CO.C(OCC)(=O)C.[Cl-].[Na+].O.CN(C=O)C. The product is [CH3:22][O:23][N:24]([CH3:25])[C:4]([C:6]1[N:7]([CH2:17][CH3:18])[N:8]=[C:9]([C:11]2[CH:12]=[CH:13][CH:14]=[CH:15][CH:16]=2)[CH:10]=1)=[O:5]. The yield is 0.740. (5) The product is [O:1]1[CH2:6][CH2:5][N:4]([CH2:7][C:8]2[CH:9]=[C:10]([C:14]3[C:15]4[O:22][C:21](/[CH:23]=[C:25]5/[C:26](=[O:27])[NH:28][C:29](=[O:30])[S:31]/5)=[CH:20][C:16]=4[CH:17]=[N:18][CH:19]=3)[CH:11]=[CH:12][CH:13]=2)[CH2:3][CH2:2]1. The yield is 0.770. The reactants are [O:1]1[CH2:6][CH2:5][N:4]([CH2:7][C:8]2[CH:9]=[C:10]([C:14]3[C:15]4[O:22][C:21]([CH:23]=O)=[CH:20][C:16]=4[CH:17]=[N:18][CH:19]=3)[CH:11]=[CH:12][CH:13]=2)[CH2:3][CH2:2]1.[CH2:25]1[S:31][C:29](=[O:30])[NH:28][C:26]1=[O:27].NCCC(O)=O. The catalyst is C(O)(=O)C.